From a dataset of Reaction yield outcomes from USPTO patents with 853,638 reactions. Predict the reaction yield, written as a fraction of the theoretical maximum amount of product (1.0 means a 100% yield; for example, 0.34 means a 34% yield). (1) The reactants are [C:1]([C:4]1[CH:33]=[CH:32][C:7]([O:8][CH2:9][C:10]2[CH:15]=[CH:14][C:13]([CH:16]([O:25][CH:26]3[CH2:31][CH2:30][CH2:29][CH2:28][O:27]3)[C:17]3[CH:18]=[C:19]([CH:22]=[CH:23][CH:24]=3)[C:20]#N)=[CH:12][CH:11]=2)=[C:6]([Cl:34])[C:5]=1[OH:35])(=[O:3])[CH3:2].[OH-:36].[K+].Cl.[OH2:39]. The catalyst is C(O)C. The product is [C:1]([C:4]1[CH:33]=[CH:32][C:7]([O:8][CH2:9][C:10]2[CH:15]=[CH:14][C:13]([CH:16]([O:25][CH:26]3[CH2:31][CH2:30][CH2:29][CH2:28][O:27]3)[C:17]3[CH:18]=[C:19]([CH:22]=[CH:23][CH:24]=3)[C:20]([OH:39])=[O:36])=[CH:12][CH:11]=2)=[C:6]([Cl:34])[C:5]=1[OH:35])(=[O:3])[CH3:2]. The yield is 0.960. (2) The reactants are [CH3:1][C:2]([C:4]1[CH:9]=[CH:8][C:7]([N:10]2[CH2:14][CH2:13][CH2:12][CH2:11]2)=[CH:6][CH:5]=1)=[O:3].CC[O-].[Na+].[C:19](OCC)(=[O:25])[C:20]([O:22][CH2:23][CH3:24])=[O:21]. The catalyst is C(OCC)(=O)C. The product is [CH2:23]([O:22][C:20](=[O:21])[C:19](=[O:25])[CH2:1][C:2](=[O:3])[C:4]1[CH:9]=[CH:8][C:7]([N:10]2[CH2:14][CH2:13][CH2:12][CH2:11]2)=[CH:6][CH:5]=1)[CH3:24]. The yield is 0.630. (3) The reactants are [C:1]([NH:9][C:10]1[CH:15]=[CH:14][CH:13]=[CH:12][C:11]=1[C:16](=[C:30]1[CH2:35][CH2:34][NH:33][CH2:32][CH2:31]1)[C:17]1[CH:29]=[CH:28][C:20]([C:21]([N:23]([CH2:26][CH3:27])[CH2:24][CH3:25])=[O:22])=[CH:19][CH:18]=1)(=[O:8])[C:2]1[CH:7]=[CH:6][CH:5]=C[CH:3]=1.CC(OC(N1CCC(=C(C2C=CC=CC=2N)C2C=CC(C(N(CC)CC)=O)=CC=2)CC1)=O)(C)C.C1(C(Cl)=O)CCCC1.C(O)(C(F)(F)F)=O. No catalyst specified. The product is [CH:2]1([C:1]([NH:9][C:10]2[CH:15]=[CH:14][CH:13]=[CH:12][C:11]=2[C:16](=[C:30]2[CH2:31][CH2:32][NH:33][CH2:34][CH2:35]2)[C:17]2[CH:18]=[CH:19][C:20]([C:21]([N:23]([CH2:26][CH3:27])[CH2:24][CH3:25])=[O:22])=[CH:28][CH:29]=2)=[O:8])[CH2:3][CH2:5][CH2:6][CH2:7]1. The yield is 0.790. (4) The reactants are [NH2:1][C:2]1[C:11]2[C:6](=[C:7](I)[C:8]([Cl:12])=[CH:9][CH:10]=2)[N:5]=[N:4][C:3]=1[C:14]([NH:16][CH2:17][CH2:18][CH3:19])=[O:15].[C:20]1(B(O)O)[CH:25]=[CH:24][CH:23]=[CH:22][CH:21]=1. No catalyst specified. The product is [NH2:1][C:2]1[C:11]2[C:6](=[C:7]([C:20]3[CH:25]=[CH:24][CH:23]=[CH:22][CH:21]=3)[C:8]([Cl:12])=[CH:9][CH:10]=2)[N:5]=[N:4][C:3]=1[C:14]([NH:16][CH2:17][CH2:18][CH3:19])=[O:15]. The yield is 0.560. (5) The reactants are [F:1][C:2]([F:38])([F:37])[CH:3]([C:30]1[CH:35]=[CH:34][N+:33]([O-])=[CH:32][CH:31]=1)[O:4][C:5]1[C:14]([N:15](COCC[Si](C)(C)C)[S:16]([CH2:19][CH2:20][CH3:21])(=[O:18])=[O:17])=[N:13][C:12]2[C:7](=[CH:8][CH:9]=[CH:10][CH:11]=2)[N:6]=1.C([NH2:43])(C)(C)C.C1(C)C=CC(S(OS(C2C=CC(C)=CC=2)(=O)=O)(=O)=O)=CC=1.C(=O)(O)[O-].[Na+]. The catalyst is C1(C(F)(F)F)C=CC=CC=1.O. The product is [NH2:43][C:32]1[CH:31]=[C:30]([CH:3]([O:4][C:5]2[C:14]([NH:15][S:16]([CH2:19][CH2:20][CH3:21])(=[O:18])=[O:17])=[N:13][C:12]3[C:7]([N:6]=2)=[CH:8][CH:9]=[CH:10][CH:11]=3)[C:2]([F:38])([F:37])[F:1])[CH:35]=[CH:34][N:33]=1. The yield is 0.540. (6) The reactants are Cl[C:2](Cl)([O:4]C(=O)OC(Cl)(Cl)Cl)Cl.[NH2:13][CH2:14][CH:15]([OH:32])[CH2:16][N:17]1[C:29]2[CH:28]=[CH:27][C:26]([Br:30])=[CH:25][C:24]=2[C:23]2[C:18]1=[CH:19][CH:20]=[C:21]([Br:31])[CH:22]=2.CCN(CC)CC.C(Cl)Cl.CCOC(C)=O. The catalyst is C(Cl)Cl. The product is [Br:31][C:21]1[CH:20]=[CH:19][C:18]2[N:17]([CH2:16][CH:15]3[O:32][C:2](=[O:4])[NH:13][CH2:14]3)[C:29]3[C:24]([C:23]=2[CH:22]=1)=[CH:25][C:26]([Br:30])=[CH:27][CH:28]=3. The yield is 0.200. (7) The reactants are [Cl-].O[NH3+:3].[C:4](=[O:7])([O-])[OH:5].[Na+].CS(C)=O.[CH2:13]([C:15]1[N:16]([C:40]2[CH:45]=[CH:44][C:43]([O:46][CH3:47])=[CH:42][CH:41]=2)[C:17](=[O:39])[C:18]([CH2:24][C:25]2[CH:30]=[CH:29][C:28]([C:31]3[C:32]([C:37]#[N:38])=[CH:33][CH:34]=[CH:35][CH:36]=3)=[CH:27][CH:26]=2)=[C:19]([CH2:21][CH2:22][CH3:23])[N:20]=1)[CH3:14]. The catalyst is C(OCC)(=O)C. The product is [CH2:13]([C:15]1[N:16]([C:40]2[CH:45]=[CH:44][C:43]([O:46][CH3:47])=[CH:42][CH:41]=2)[C:17](=[O:39])[C:18]([CH2:24][C:25]2[CH:30]=[CH:29][C:28]([C:31]3[CH:36]=[CH:35][CH:34]=[CH:33][C:32]=3[C:37]3[NH:3][C:4](=[O:7])[O:5][N:38]=3)=[CH:27][CH:26]=2)=[C:19]([CH2:21][CH2:22][CH3:23])[N:20]=1)[CH3:14]. The yield is 0.510.